Dataset: Reaction yield outcomes from USPTO patents with 853,638 reactions. Task: Predict the reaction yield, written as a fraction of the theoretical maximum amount of product (1.0 means a 100% yield; for example, 0.34 means a 34% yield). (1) The reactants are [O:1]1[CH2:6][CH2:5][CH2:4][CH2:3][CH:2]1[N:7]1[C:15]2[C:10](=[CH:11][C:12]([C:16]3[N:20]=[CH:19][N:18]([C:21]([C:34]4[CH:39]=[CH:38][CH:37]=[CH:36][CH:35]=4)([C:28]4[CH:33]=[CH:32][CH:31]=[CH:30][CH:29]=4)[C:22]4[CH:27]=[CH:26][CH:25]=[CH:24][CH:23]=4)[N:17]=3)=[CH:13][CH:14]=2)[C:9]([C:40]2[CH:41]=[C:42]([CH:47]=[CH:48][CH:49]=2)[C:43](OC)=[O:44])=[N:8]1.O.[OH-].[Li+].[NH2:53][CH:54]1[CH2:62][C:61]2[C:56](=[CH:57][CH:58]=[CH:59][CH:60]=2)[CH2:55]1.O.ON1C2C=CC=CC=2N=N1.Cl.CN(C)CCCN=C=NCC. The catalyst is O1CCCC1.O1CCCC1.O. The product is [CH2:55]1[C:56]2[C:61](=[CH:60][CH:59]=[CH:58][CH:57]=2)[CH2:62][CH:54]1[NH:53][C:43]([C:42]1[CH:47]=[CH:48][CH:49]=[C:40]([C:9]2[C:10]3[C:15](=[CH:14][CH:13]=[C:12]([C:16]4[N:20]=[CH:19][N:18]([C:21]([C:28]5[CH:29]=[CH:30][CH:31]=[CH:32][CH:33]=5)([C:34]5[CH:39]=[CH:38][CH:37]=[CH:36][CH:35]=5)[C:22]5[CH:27]=[CH:26][CH:25]=[CH:24][CH:23]=5)[N:17]=4)[CH:11]=3)[N:7]([CH:2]3[CH2:3][CH2:4][CH2:5][CH2:6][O:1]3)[N:8]=2)[CH:41]=1)=[O:44]. The yield is 0.740. (2) The yield is 0.650. The product is [Br:22][C:20]1[C:19]2[C:14](=[CH:15][CH:16]=[CH:17][CH:18]=2)[C:13](=[O:23])[N:12]([C:9]2[CH:10]=[CH:11][C:6]([NH:5][C:1](=[O:3])[CH3:2])=[CH:7][CH:8]=2)[N:21]=1. The catalyst is N1C=CC=CC=1. The reactants are [C:1](Cl)(=[O:3])[CH3:2].[NH2:5][C:6]1[CH:11]=[CH:10][C:9]([N:12]2[N:21]=[C:20]([Br:22])[C:19]3[C:14](=[CH:15][CH:16]=[CH:17][CH:18]=3)[C:13]2=[O:23])=[CH:8][CH:7]=1. (3) The reactants are [Cl:1][C:2]1[C:11]2[C:6](=[CH:7][CH:8]=[CH:9][CH:10]=2)[C:5]([OH:12])=[C:4]([C:13](=[O:15])[CH3:14])[CH:3]=1.C(N(CC)C(C)C)(C)C.[F:25][C:26]([F:39])([F:38])[S:27](O[S:27]([C:26]([F:39])([F:38])[F:25])(=[O:29])=[O:28])(=[O:29])=[O:28]. The catalyst is C(Cl)Cl. The product is [F:25][C:26]([F:39])([F:38])[S:27]([O:12][C:5]1[C:6]2[C:11](=[CH:10][CH:9]=[CH:8][CH:7]=2)[C:2]([Cl:1])=[CH:3][C:4]=1[C:13](=[O:15])[CH3:14])(=[O:29])=[O:28]. The yield is 0.920. (4) The reactants are [CH3:1][P:2](=[O:7])([O:5][CH3:6])[O:3][CH3:4].[Li]CCCC.[O:13]1[C:17]2([CH2:22][CH2:21][CH:20]([C:23](OCC)=[O:24])[CH2:19][CH2:18]2)[O:16][CH2:15][CH2:14]1. The catalyst is C1COCC1. The product is [O:13]1[C:17]2([CH2:22][CH2:21][CH:20]([C:23](=[O:24])[CH2:1][P:2](=[O:7])([O:5][CH3:6])[O:3][CH3:4])[CH2:19][CH2:18]2)[O:16][CH2:15][CH2:14]1. The yield is 0.620. (5) The reactants are [Cl:1][C:2]1[CH:3]=[C:4]([C:8]2[CH:13]=[C:12]([C:14](=[O:33])[NH:15][CH2:16][CH2:17][CH2:18][CH2:19][CH2:20][CH2:21][CH2:22][CH2:23][N:24]3[C:32]4[C:27](=[CH:28][CH:29]=[CH:30][CH:31]=4)[CH:26]=[CH:25]3)[CH:11]=[C:10]([C:34]3[CH:39]=[CH:38][CH:37]=[C:36]([Cl:40])[CH:35]=3)[C:9]=2[O:41][CH2:42][CH2:43][CH2:44][CH2:45][C:46]([O:48]CC)=[O:47])[CH:5]=[CH:6][CH:7]=1.[OH-].[K+]. The catalyst is C1COCC1.CO. The product is [Cl:1][C:2]1[CH:3]=[C:4]([C:8]2[CH:13]=[C:12]([C:14](=[O:33])[NH:15][CH2:16][CH2:17][CH2:18][CH2:19][CH2:20][CH2:21][CH2:22][CH2:23][N:24]3[C:32]4[C:27](=[CH:28][CH:29]=[CH:30][CH:31]=4)[CH:26]=[CH:25]3)[CH:11]=[C:10]([C:34]3[CH:39]=[CH:38][CH:37]=[C:36]([Cl:40])[CH:35]=3)[C:9]=2[O:41][CH2:42][CH2:43][CH2:44][CH2:45][C:46]([OH:48])=[O:47])[CH:5]=[CH:6][CH:7]=1. The yield is 0.630. (6) The reactants are [CH3:1][C:2]1([C:5]#[C:6][C:7]2[CH:13]=[C:12]([N+:14]([O-:16])=[O:15])[CH:11]=[CH:10][C:8]=2[NH2:9])[CH2:4][CH2:3]1.N1C=CC=CC=1.[C:23](Cl)(=[O:27])[CH2:24][CH2:25][CH3:26]. No catalyst specified. The product is [CH3:1][C:2]1([C:5]#[C:6][C:7]2[CH:13]=[C:12]([N+:14]([O-:16])=[O:15])[CH:11]=[CH:10][C:8]=2[NH:9][C:23](=[O:27])[CH2:24][CH2:25][CH3:26])[CH2:4][CH2:3]1. The yield is 0.820. (7) The reactants are [F:1][C:2]1[CH:3]=[C:4]([CH:7]=[CH:8][C:9]=1[C:10]([F:13])([F:12])[F:11])[CH:5]=O.[N+:14]([CH3:17])([O-:16])=[O:15].[OH-].[Na+]. No catalyst specified. The product is [F:1][C:2]1[CH:3]=[C:4]([CH:5]=[CH:17][N+:14]([O-:16])=[O:15])[CH:7]=[CH:8][C:9]=1[C:10]([F:13])([F:12])[F:11]. The yield is 0.466.